From a dataset of Forward reaction prediction with 1.9M reactions from USPTO patents (1976-2016). Predict the product of the given reaction. (1) Given the reactants [CH:1]1([C:4]2[CH:5]=[CH:6][C:7](/[C:12](/[C:20]3[CH:21]=[CH:22][C:23]4[O:27][CH2:26][CH2:25][C:24]=4[CH:28]=3)=[CH:13]/[C@@H:14]3[NH:18][C:17](=[O:19])[CH2:16][CH2:15]3)=[N:8][C:9]=2[O:10][CH3:11])[CH2:3][CH2:2]1.[H][H], predict the reaction product. The product is: [CH:1]1([C:4]2[CH:5]=[CH:6][C:7]([CH:12]([C:20]3[CH:21]=[CH:22][C:23]4[O:27][CH2:26][CH2:25][C:24]=4[CH:28]=3)[CH2:13][C@@H:14]3[NH:18][C:17](=[O:19])[CH2:16][CH2:15]3)=[N:8][C:9]=2[O:10][CH3:11])[CH2:3][CH2:2]1. (2) Given the reactants CNC.[Cl:4][C:5]1[CH:6]=[CH:7][C:8]2[NH:14][C:13]3[CH:15]=[CH:16][CH:17]=[CH:18][C:12]=3[C:11]([C:19]3[CH:24]=[CH:23][C:22]([F:25])=[CH:21][CH:20]=3)=[N:10][C:9]=2[CH:26]=1.[C:27](Cl)(=[O:29])[CH3:28].CCOC(C)=O.CCCCCCC, predict the reaction product. The product is: [Cl:4][C:5]1[CH:6]=[CH:7][C:8]2[N:14]([C:27](=[O:29])[CH3:28])[C:13]3[CH:15]=[CH:16][CH:17]=[CH:18][C:12]=3[C:11]([C:19]3[CH:24]=[CH:23][C:22]([F:25])=[CH:21][CH:20]=3)=[N:10][C:9]=2[CH:26]=1. (3) Given the reactants C(ON=O)(C)(C)C.[I:8]I.[Cl:10][C:11]1[CH:16]=[CH:15][C:14]([C:17]2[N:18]=[CH:19][C:20](N)=[N:21][CH:22]=2)=[CH:13][CH:12]=1.[O-]S([O-])(=S)=O.[Na+].[Na+], predict the reaction product. The product is: [Cl:10][C:11]1[CH:16]=[CH:15][C:14]([C:17]2[CH:22]=[N:21][C:20]([I:8])=[CH:19][N:18]=2)=[CH:13][CH:12]=1. (4) Given the reactants [NH2:1][C:2]1[CH:3]=[C:4]([C:11]([F:14])([F:13])[F:12])[CH:5]=[CH:6][C:7]=1[N+:8]([O-:10])=[O:9].[Br:15]N1C(=O)CCC1=O.O, predict the reaction product. The product is: [Br:15][C:5]1[C:4]([C:11]([F:12])([F:13])[F:14])=[CH:3][C:2]([NH2:1])=[C:7]([N+:8]([O-:10])=[O:9])[CH:6]=1. (5) Given the reactants [C:1]([O:4][CH2:5][C:6]1[NH:7][C:8]2[C:13]([C:14]=1[CH:15]=[O:16])=[CH:12][C:11]([O:17][CH3:18])=[CH:10][CH:9]=2)(=[O:3])[CH3:2].[N+:19]([O-])([OH:21])=[O:20].C([O-])(O)=O.[Na+], predict the reaction product. The product is: [C:1]([O:4][CH2:5][C:6]1[NH:7][C:8]2[C:13]([C:14]=1[CH:15]=[O:16])=[C:12]([N+:19]([O-:21])=[O:20])[C:11]([O:17][CH3:18])=[CH:10][CH:9]=2)(=[O:3])[CH3:2]. (6) Given the reactants Br[C:2]1[CH:9]=[C:8]([F:10])[CH:7]=[CH:6][C:3]=1[NH:4][CH3:5].[CH3:11][C:12]1([CH3:28])[C:16]([CH3:18])([CH3:17])[O:15][B:14]([B:14]2[O:15][C:16]([CH3:18])([CH3:17])[C:12]([CH3:28])([CH3:11])[O:13]2)[O:13]1.C([O-])(=O)C.[K+], predict the reaction product. The product is: [F:10][C:8]1[CH:7]=[CH:6][C:3]([NH:4][CH3:5])=[C:2]([B:14]2[O:15][C:16]([CH3:18])([CH3:17])[C:12]([CH3:28])([CH3:11])[O:13]2)[CH:9]=1. (7) Given the reactants [Cl:1][C:2]1[N:7]=[C:6]([Cl:8])[C:5]([CH2:9][OH:10])=[CH:4][N:3]=1.[F:11][C:12]([F:20])(S(F)(=O)=O)C(O)=O, predict the reaction product. The product is: [Cl:1][C:2]1[N:7]=[C:6]([Cl:8])[C:5]([CH2:9][O:10][CH:12]([F:20])[F:11])=[CH:4][N:3]=1. (8) The product is: [ClH:38].[CH3:1][S:2]([CH:5]1[CH2:10][CH2:9][C:8]([C:11]2[S:15][C:14]3[CH:16]=[C:17]([O:20][CH3:21])[CH:18]=[CH:19][C:13]=3[C:12]=2[O:22][C:23]2[CH:24]=[CH:25][C:26]([O:27][CH2:28][CH2:29][N:30]3[CH2:35][CH2:34][CH2:33][CH2:32][CH2:31]3)=[CH:36][CH:37]=2)=[CH:7][CH2:6]1)(=[O:3])=[O:4]. Given the reactants [CH3:1][S:2]([CH:5]1[CH2:10][CH2:9][C:8]([C:11]2[S:15][C:14]3[CH:16]=[C:17]([O:20][CH3:21])[CH:18]=[CH:19][C:13]=3[C:12]=2[O:22][C:23]2[CH:37]=[CH:36][C:26]([O:27][CH2:28][CH2:29][N:30]3[CH2:35][CH2:34][CH2:33][CH2:32][CH2:31]3)=[CH:25][CH:24]=2)=[CH:7][CH2:6]1)(=[O:4])=[O:3].[ClH:38], predict the reaction product.